Predict the reactants needed to synthesize the given product. From a dataset of Retrosynthesis with 50K atom-mapped reactions and 10 reaction types from USPTO. (1) Given the product Cc1[nH]c2ccc(NC(=O)c3cc(OCCN4CCOCC4)nc(N4CCOCC4)n3)cc2c1C, predict the reactants needed to synthesize it. The reactants are: COC(=O)c1cc(OCCN2CCOCC2)nc(N2CCOCC2)n1.Cc1[nH]c2ccc(N)cc2c1C. (2) Given the product Cc1nc(-c2cc3cc(F)ccc3n2-c2ccc(CNC(=O)C3(NC(=O)c4cncc(C(F)(F)F)c4)CC3)cc2)no1, predict the reactants needed to synthesize it. The reactants are: Cc1nc(-c2cc3cc(F)ccc3n2-c2ccc(CNC(=O)C3(N)CC3)cc2)no1.O=C(O)c1cncc(C(F)(F)F)c1. (3) The reactants are: COc1cc2nccc(Oc3ccc4c(c3)OCCN4C(=O)Nc3cc(CO[Si](C)(C)C(C)(C)C)on3)c2cc1OC. Given the product COc1cc2nccc(Oc3ccc4c(c3)OCCN4C(=O)Nc3cc(CO)on3)c2cc1OC, predict the reactants needed to synthesize it. (4) Given the product COc1ccc(CCCC(NC(=O)OC(C)(C)C)C(N)=O)cc1, predict the reactants needed to synthesize it. The reactants are: COC(=O)C(CCCc1ccc(OC)cc1)NC(=O)OC(C)(C)C.N. (5) Given the product O=C(O)c1cc(-c2ccc(F)c(Cl)c2)ccc1O, predict the reactants needed to synthesize it. The reactants are: O=C(O)c1cc(Br)ccc1O.OB(O)c1ccc(F)c(Cl)c1. (6) Given the product Cc1ccc(-c2noc(CN(C(=O)COc3ccc(Cl)cc3)C(C)C)n2)cc1, predict the reactants needed to synthesize it. The reactants are: Cc1ccc(-c2noc(CNC(C)C)n2)cc1.O=C(Cl)COc1ccc(Cl)cc1.